From a dataset of Full USPTO retrosynthesis dataset with 1.9M reactions from patents (1976-2016). Predict the reactants needed to synthesize the given product. (1) Given the product [N+:1]([C:4]1[CH:5]=[C:6]2[C:10](=[CH:11][CH:12]=1)[C:9](=[O:13])[N:8]([CH2:14][CH:15]([C:20](=[O:21])[CH3:25])[C:16]([O:18][CH3:19])=[O:17])[C:7]2=[O:26])([O-:3])=[O:2], predict the reactants needed to synthesize it. The reactants are: [N+:1]([C:4]1[CH:5]=[C:6]2[C:10](=[CH:11][CH:12]=1)[C:9](=[O:13])[N:8]([CH2:14][CH:15]([C:20]1([CH3:25])OCC[O:21]1)[C:16]([O:18][CH3:19])=[O:17])[C:7]2=[O:26])([O-:3])=[O:2].O.C1(C)C=CC(S(O)(=O)=O)=CC=1. (2) Given the product [O:51]=[C:50]1[C:49]2[C:44](=[CH:45][CH:46]=[CH:47][CH:48]=2)[C:43](=[O:52])[N:42]1[C@H:29]([C:28](=[O:53])[N:12]1[C@H:13]([C:17](=[O:27])[NH:18][CH2:19][CH2:20][C:21]2[CH:22]=[CH:23][CH:24]=[CH:25][CH:26]=2)[CH2:14][CH2:15][CH2:16][NH:11]1)[CH2:30][CH2:31][C:32]([OH:34])=[O:33], predict the reactants needed to synthesize it. The reactants are: C(OC([N:11]1[CH2:16][CH2:15][CH2:14][C@@H:13]([C:17](=[O:27])[NH:18][CH2:19][CH2:20][C:21]2[CH:26]=[CH:25][CH:24]=[CH:23][CH:22]=2)[N:12]1[C:28](=[O:53])[C@@H:29]([N:42]1[C:50](=[O:51])[C:49]2[C:44](=[CH:45][CH:46]=[CH:47][CH:48]=2)[C:43]1=[O:52])[CH2:30][CH2:31][C:32]([O:34]CC1C=CC=CC=1)=[O:33])=O)C1C=CC=CC=1.